Dataset: Catalyst prediction with 721,799 reactions and 888 catalyst types from USPTO. Task: Predict which catalyst facilitates the given reaction. (1) Reactant: [F:1][C:2]1[CH:7]=[CH:6][C:5]([NH:8][C:9]2[O:10][C:11]3[C:17]([F:18])=[C:16]([CH2:19][C:20]([O:22]C)=[O:21])[CH:15]=[CH:14][C:12]=3[N:13]=2)=[C:4]([CH3:24])[CH:3]=1.[OH-].[Na+]. Product: [F:1][C:2]1[CH:7]=[CH:6][C:5]([NH:8][C:9]2[O:10][C:11]3[C:17]([F:18])=[C:16]([CH2:19][C:20]([OH:22])=[O:21])[CH:15]=[CH:14][C:12]=3[N:13]=2)=[C:4]([CH3:24])[CH:3]=1. The catalyst class is: 36. (2) Reactant: [N:1]([C:4]1[CH:9]=[CH:8][C:7]([S:10]([NH2:13])(=[O:12])=[O:11])=[CH:6][CH:5]=1)=[C:2]=[S:3].C(N(CC)CC)C.Cl.[I:22][C:23]1[CH:24]=[C:25]([CH:28]=[CH:29][CH:30]=1)[CH2:26][NH2:27]. Product: [I:22][C:23]1[CH:24]=[C:25]([CH:28]=[CH:29][CH:30]=1)[CH2:26][NH:27][C:2](=[S:3])[NH:1][C:4]1[CH:5]=[CH:6][C:7]([S:10]([NH2:13])(=[O:11])=[O:12])=[CH:8][CH:9]=1. The catalyst class is: 10.